Dataset: Forward reaction prediction with 1.9M reactions from USPTO patents (1976-2016). Task: Predict the product of the given reaction. Given the reactants [CH3:1][S:2]([NH:5][C:6]1[CH:21]=[CH:20][C:9]([C:10]([O:12][CH2:13][C:14]2[CH:19]=[CH:18][CH:17]=[CH:16][CH:15]=2)=[O:11])=[CH:8][C:7]=1[O:22][CH2:23][CH2:24][O:25][CH:26]1[CH2:31][CH2:30][CH2:29][CH2:28][O:27]1)(=[O:4])=[O:3].C([O-])([O-])=O.[K+].[K+].Cl.Cl[CH2:40][CH2:41][N:42]1[CH2:47][CH2:46][O:45][CH2:44][CH2:43]1, predict the reaction product. The product is: [O:45]1[CH2:46][CH2:47][N:42]([CH2:41][CH2:40][N:5]([C:6]2[CH:21]=[CH:20][C:9]([C:10]([O:12][CH2:13][C:14]3[CH:19]=[CH:18][CH:17]=[CH:16][CH:15]=3)=[O:11])=[CH:8][C:7]=2[O:22][CH2:23][CH2:24][O:25][CH:26]2[CH2:31][CH2:30][CH2:29][CH2:28][O:27]2)[S:2]([CH3:1])(=[O:3])=[O:4])[CH2:43][CH2:44]1.